Dataset: Reaction yield outcomes from USPTO patents with 853,638 reactions. Task: Predict the reaction yield, written as a fraction of the theoretical maximum amount of product (1.0 means a 100% yield; for example, 0.34 means a 34% yield). (1) The reactants are [CH3:1][CH:2]([OH:4])[CH3:3].C(N(CC)CC)C.[F:12][C:13]1[C:14]([C:20](F)=[O:21])=[N:15][C:16]([F:19])=[CH:17][CH:18]=1. The catalyst is O. The product is [F:12][C:13]1[C:14]([C:20]([O:4][CH:2]([CH3:3])[CH3:1])=[O:21])=[N:15][C:16]([F:19])=[CH:17][CH:18]=1. The yield is 0.480. (2) The reactants are Cl[C:2]1[CH:9]=[C:8]([O:10][CH2:11][CH2:12][O:13][CH:14]2[CH2:19][CH2:18][CH2:17][CH2:16][O:15]2)[C:5]([C:6]#[N:7])=[CH:4][N:3]=1.[Br:20][C:21]1[CH:28]=[CH:27][C:26]([OH:29])=[CH:25][C:22]=1[CH:23]=[O:24].C(=O)([O-])[O-].[K+].[K+]. The catalyst is CN(C=O)C. The product is [Br:20][C:21]1[CH:28]=[CH:27][C:26]([O:29][C:2]2[CH:9]=[C:8]([O:10][CH2:11][CH2:12][O:13][CH:14]3[CH2:19][CH2:18][CH2:17][CH2:16][O:15]3)[C:5]([C:6]#[N:7])=[CH:4][N:3]=2)=[CH:25][C:22]=1[CH:23]=[O:24]. The yield is 0.640.